This data is from Full USPTO retrosynthesis dataset with 1.9M reactions from patents (1976-2016). The task is: Predict the reactants needed to synthesize the given product. (1) Given the product [F:18][C:19]1[CH:24]=[C:23]([C:2]2[C:11]3[C:6](=[CH:7][CH:8]=[CH:9][CH:10]=3)[CH:5]=[C:4]([NH:12][C:13]3[CH:17]=[CH:16][NH:15][N:14]=3)[N:3]=2)[CH:22]=[CH:21][CH:20]=1, predict the reactants needed to synthesize it. The reactants are: Cl[C:2]1[C:11]2[C:6](=[CH:7][CH:8]=[CH:9][CH:10]=2)[CH:5]=[C:4]([NH:12][C:13]2[CH:17]=[CH:16][NH:15][N:14]=2)[N:3]=1.[F:18][C:19]1[CH:20]=[C:21](B(O)O)[CH:22]=[CH:23][CH:24]=1. (2) Given the product [CH3:1][O:2][C:3]1[CH:4]=[C:5]([CH2:19][C:20]([OH:22])=[O:21])[CH:6]=[CH:7][C:8]=1[NH:9][C:10]([NH:12][C:13]1[CH:18]=[CH:17][CH:16]=[CH:15][CH:14]=1)=[O:11], predict the reactants needed to synthesize it. The reactants are: [CH3:1][O:2][C:3]1[CH:4]=[C:5]([CH2:19][C:20]([O:22]C(C)(C)C)=[O:21])[CH:6]=[CH:7][C:8]=1[NH:9][C:10]([NH:12][C:13]1[CH:18]=[CH:17][CH:16]=[CH:15][CH:14]=1)=[O:11]. (3) Given the product [CH3:13][N+:9]1([CH3:14])[CH2:10][CH2:11][CH2:12][CH:7]([C:5]([O-:6])=[O:4])[CH2:8]1, predict the reactants needed to synthesize it. The reactants are: [I-].C([O:4][C:5]([CH:7]1[CH2:12][CH2:11][CH2:10][N+:9]([CH3:14])([CH3:13])[CH2:8]1)=[O:6])C.OS(O)(=O)=O. (4) Given the product [C:1]([C:20]1[CH:21]=[CH:22][C:23]([O:26][CH2:30][CH2:31][CH2:32][CH2:33][CH2:34][CH2:35][OH:36])=[CH:24][CH:25]=1)([C:8]1[CH:13]=[CH:12][CH:11]=[CH:10][CH:9]=1)([C:14]1[CH:19]=[CH:18][CH:17]=[CH:16][CH:15]=1)[C:2]1[CH:3]=[CH:4][CH:5]=[CH:6][CH:7]=1, predict the reactants needed to synthesize it. The reactants are: [C:1]([C:20]1[CH:25]=[CH:24][C:23]([OH:26])=[CH:22][CH:21]=1)([C:14]1[CH:19]=[CH:18][CH:17]=[CH:16][CH:15]=1)([C:8]1[CH:13]=[CH:12][CH:11]=[CH:10][CH:9]=1)[C:2]1[CH:7]=[CH:6][CH:5]=[CH:4][CH:3]=1.[OH-].[K+].Cl[CH2:30][CH2:31][CH2:32][CH2:33][CH2:34][CH2:35][OH:36]. (5) Given the product [OH:15][CH2:14][CH:11]1[CH2:12][CH2:13][N:8]([C:6]([O:5][C:2]([CH3:4])([CH3:3])[CH3:1])=[O:7])[CH2:9][CH2:10]1, predict the reactants needed to synthesize it. The reactants are: [CH3:1][C:2]([O:5][C:6]([N:8]1[CH2:13][CH2:12][CH:11]([C:14](O)=[O:15])[CH2:10][CH2:9]1)=[O:7])([CH3:4])[CH3:3].B.O1CCCC1.CO.O.